Dataset: CYP2D6 inhibition data for predicting drug metabolism from PubChem BioAssay. Task: Regression/Classification. Given a drug SMILES string, predict its absorption, distribution, metabolism, or excretion properties. Task type varies by dataset: regression for continuous measurements (e.g., permeability, clearance, half-life) or binary classification for categorical outcomes (e.g., BBB penetration, CYP inhibition). Dataset: cyp2d6_veith. The molecule is Cc1cccc(CNc2ccnc(-c3ccc(C(=O)N(C)C)cc3)n2)c1. The result is 0 (non-inhibitor).